This data is from Peptide-MHC class I binding affinity with 185,985 pairs from IEDB/IMGT. The task is: Regression. Given a peptide amino acid sequence and an MHC pseudo amino acid sequence, predict their binding affinity value. This is MHC class I binding data. The peptide sequence is TSNLQEQIAW. The MHC is HLA-B57:01 with pseudo-sequence HLA-B57:01. The binding affinity (normalized) is 0.320.